This data is from Forward reaction prediction with 1.9M reactions from USPTO patents (1976-2016). The task is: Predict the product of the given reaction. (1) Given the reactants [C:1](Cl)(=[O:8])[C:2]1[CH:7]=[CH:6][CH:5]=[CH:4][CH:3]=1.[NH2:10][C:11]1[CH:12]=[CH:13][C:14]2[N:18]=[C:17]([S:19][C:20]3[O:24][C:23](/[CH:25]=[C:26]4/[C:27](=[O:35])[N:28]([CH:32]([CH3:34])[CH3:33])[C:29](=[O:31])[S:30]/4)=[CH:22][CH:21]=3)[NH:16][C:15]=2[CH:36]=1.CCN(C(C)C)C(C)C, predict the reaction product. The product is: [CH:32]([N:28]1[C:27](=[O:35])/[C:26](=[CH:25]/[C:23]2[O:24][C:20]([S:19][C:17]3[NH:16][C:15]4[CH:36]=[C:11]([NH:10][C:1](=[O:8])[C:2]5[CH:7]=[CH:6][CH:5]=[CH:4][CH:3]=5)[CH:12]=[CH:13][C:14]=4[N:18]=3)=[CH:21][CH:22]=2)/[S:30][C:29]1=[O:31])([CH3:34])[CH3:33]. (2) Given the reactants [OH:1][C:2]1[CH:10]=[CH:9][CH:8]=[C:7]2[C:3]=1[CH:4]=[CH:5][NH:6]2.[C:11]([O:15][C:16](=[O:22])[N:17]([CH2:19][CH2:20]O)[CH3:18])([CH3:14])([CH3:13])[CH3:12].C1C=CC(P(C2C=CC=CC=2)C2C=CC=CC=2)=CC=1.CC(OC(/N=N/C(OC(C)C)=O)=O)C, predict the reaction product. The product is: [C:11]([O:15][C:16](=[O:22])[N:17]([CH2:19][CH2:20][O:1][C:2]1[CH:10]=[CH:9][CH:8]=[C:7]2[C:3]=1[CH:4]=[CH:5][NH:6]2)[CH3:18])([CH3:14])([CH3:13])[CH3:12]. (3) Given the reactants [F:1][C:2]1[CH:3]=[C:4]([CH:35]=[CH:36][CH:37]=1)[CH2:5][O:6][C:7]1[CH:33]=[CH:32][C:10]([NH:11][C:12]2[C:21]3[C:16](=[CH:17][CH:18]=[C:19]([C:22]4[O:26][C:25]([CH:27]=[CH:28][C:29](O)=[O:30])=[CH:24][CH:23]=4)[CH:20]=3)[N:15]=[CH:14][N:13]=2)=[CH:9][C:8]=1[Cl:34].C(N1C=CN=C1)(N1C=CN=C1)=O.[CH2:50]([S:53]([CH2:56][CH2:57][NH2:58])(=[O:55])=[O:54])[CH2:51][CH3:52], predict the reaction product. The product is: [F:1][C:2]1[CH:3]=[C:4]([CH:35]=[CH:36][CH:37]=1)[CH2:5][O:6][C:7]1[CH:33]=[CH:32][C:10]([NH:11][C:12]2[C:21]3[C:16](=[CH:17][CH:18]=[C:19]([C:22]4[O:26][C:25]([CH:27]=[CH:28][C:29]([NH:58][CH2:57][CH2:56][S:53]([CH2:50][CH2:51][CH3:52])(=[O:55])=[O:54])=[O:30])=[CH:24][CH:23]=4)[CH:20]=3)[N:15]=[CH:14][N:13]=2)=[CH:9][C:8]=1[Cl:34]. (4) Given the reactants [OH:1][C:2]1[CH:7]=[CH:6][C:5]([CH2:8][CH2:9][C:10]([O:12][CH2:13][CH3:14])=[O:11])=[CH:4][CH:3]=1.[Si:15](Cl)([C:18]([CH3:21])([CH3:20])[CH3:19])([CH3:17])[CH3:16].N1C=CN=C1, predict the reaction product. The product is: [Si:15]([O:1][C:2]1[CH:3]=[CH:4][C:5]([CH2:8][CH2:9][C:10]([O:12][CH2:13][CH3:14])=[O:11])=[CH:6][CH:7]=1)([C:18]([CH3:21])([CH3:20])[CH3:19])([CH3:17])[CH3:16].